Dataset: Catalyst prediction with 721,799 reactions and 888 catalyst types from USPTO. Task: Predict which catalyst facilitates the given reaction. (1) Reactant: [C:1]([O:5][C@@H:6]([C:11]1[C:16]([CH3:17])=[CH:15][N:14]2[N:18]=[C:19]([C:21](=O)[NH:22][CH2:23][C:24](=O)[CH2:25][C:26]3[CH:31]=[CH:30][C:29]([F:32])=[CH:28][CH:27]=3)[CH:20]=[C:13]2[C:12]=1[N:35]1[CH2:40][CH2:39][C:38]([CH3:42])([CH3:41])[CH2:37][CH2:36]1)[C:7]([O:9]C)=[O:8])([CH3:4])([CH3:3])[CH3:2].COC1C=CC(P2(SP(C3C=CC(OC)=CC=3)(=S)S2)=[S:52])=CC=1. The catalyst class is: 11. Product: [C:1]([O:5][C@@H:6]([C:11]1[C:16]([CH3:17])=[CH:15][N:14]2[N:18]=[C:19]([C:21]3[S:52][C:24]([CH2:25][C:26]4[CH:31]=[CH:30][C:29]([F:32])=[CH:28][CH:27]=4)=[CH:23][N:22]=3)[CH:20]=[C:13]2[C:12]=1[N:35]1[CH2:40][CH2:39][C:38]([CH3:42])([CH3:41])[CH2:37][CH2:36]1)[C:7]([OH:9])=[O:8])([CH3:4])([CH3:3])[CH3:2]. (2) The catalyst class is: 1. Reactant: [CH:1]1([NH2:4])[CH2:3][CH2:2]1.[Cl:5][CH2:6][CH2:7][N:8]=[C:9]=[O:10]. Product: [Cl:5][CH2:6][CH2:7][NH:8][C:9]([NH:4][CH:1]1[CH2:3][CH2:2]1)=[O:10]. (3) Reactant: [CH2:1]([O:8][C:9](=[O:29])[N:10](CCCC(=O)NC1C(OC)=CC=C(OC)C=1N)[CH3:11])[C:2]1[CH:7]=[CH:6][CH:5]=[CH:4][CH:3]=1.CN(C=O)C.CC1C=CC(S(O)(=O)=O)=CC=1.C([O-])(O)=O.[Na+]. Product: [CH2:1]([O:8][C:9](=[O:29])[NH:10][CH3:11])[C:2]1[CH:7]=[CH:6][CH:5]=[CH:4][CH:3]=1. The catalyst class is: 11. (4) Reactant: C[O:2][C:3](=O)[C:4]1[CH:9]=[C:8]([C:10]#[N:11])[CH:7]=[CH:6][C:5]=1[CH2:12][N:13]1[CH:18]([C:19]2[C:24]([CH3:25])=[CH:23][CH:22]=[CH:21][N:20]=2)[CH2:17][CH2:16][CH2:15][CH:14]1[C:26]1[C:31]([CH3:32])=[CH:30][CH:29]=[CH:28][N:27]=1.[Li+].[BH4-]. Product: [CH3:25][C:24]1[C:19]([CH:18]2[CH2:17][CH2:16][CH2:15][CH:14]([C:26]3[C:31]([CH3:32])=[CH:30][CH:29]=[CH:28][N:27]=3)[N:13]2[CH2:12][C:5]2[CH:6]=[CH:7][C:8]([C:10]#[N:11])=[CH:9][C:4]=2[CH2:3][OH:2])=[N:20][CH:21]=[CH:22][CH:23]=1. The catalyst class is: 5.